Dataset: NCI-60 drug combinations with 297,098 pairs across 59 cell lines. Task: Regression. Given two drug SMILES strings and cell line genomic features, predict the synergy score measuring deviation from expected non-interaction effect. (1) Drug 1: CC1=C2C(C(=O)C3(C(CC4C(C3C(C(C2(C)C)(CC1OC(=O)C(C(C5=CC=CC=C5)NC(=O)C6=CC=CC=C6)O)O)OC(=O)C7=CC=CC=C7)(CO4)OC(=O)C)O)C)OC(=O)C. Drug 2: C1=CC=C(C(=C1)C(C2=CC=C(C=C2)Cl)C(Cl)Cl)Cl. Cell line: K-562. Synergy scores: CSS=1.71, Synergy_ZIP=0.952, Synergy_Bliss=2.54, Synergy_Loewe=4.35, Synergy_HSA=-1.04. (2) Drug 1: CC1=C(C(=CC=C1)Cl)NC(=O)C2=CN=C(S2)NC3=CC(=NC(=N3)C)N4CCN(CC4)CCO. Drug 2: CN(CCCl)CCCl.Cl. Cell line: OVCAR-4. Synergy scores: CSS=9.78, Synergy_ZIP=-1.91, Synergy_Bliss=-0.557, Synergy_Loewe=0.336, Synergy_HSA=0.964. (3) Drug 1: CN(C)N=NC1=C(NC=N1)C(=O)N. Drug 2: CC1C(C(CC(O1)OC2CC(CC3=C2C(=C4C(=C3O)C(=O)C5=C(C4=O)C(=CC=C5)OC)O)(C(=O)CO)O)N)O.Cl. Cell line: 786-0. Synergy scores: CSS=51.3, Synergy_ZIP=-4.37, Synergy_Bliss=-6.13, Synergy_Loewe=-9.19, Synergy_HSA=-3.63. (4) Drug 1: C1CN1C2=NC(=NC(=N2)N3CC3)N4CC4. Drug 2: C1CN(CCN1C(=O)CCBr)C(=O)CCBr. Cell line: HOP-92. Synergy scores: CSS=29.8, Synergy_ZIP=-5.27, Synergy_Bliss=-4.89, Synergy_Loewe=-2.88, Synergy_HSA=-1.34. (5) Drug 1: C1=NC2=C(N1)C(=S)N=CN2. Drug 2: CCC1(C2=C(COC1=O)C(=O)N3CC4=CC5=C(C=CC(=C5CN(C)C)O)N=C4C3=C2)O.Cl. Cell line: MOLT-4. Synergy scores: CSS=78.3, Synergy_ZIP=1.18, Synergy_Bliss=1.37, Synergy_Loewe=-2.23, Synergy_HSA=2.06.